Dataset: Peptide-MHC class II binding affinity with 134,281 pairs from IEDB. Task: Regression. Given a peptide amino acid sequence and an MHC pseudo amino acid sequence, predict their binding affinity value. This is MHC class II binding data. (1) The peptide sequence is PDLPYDYGALEPAIS. The MHC is DRB1_0301 with pseudo-sequence DRB1_0301. The binding affinity (normalized) is 0.0326. (2) The peptide sequence is RNITGTSSTPEAVSL. The MHC is DRB1_1001 with pseudo-sequence DRB1_1001. The binding affinity (normalized) is 0.293. (3) The peptide sequence is NLALSIKYNKEGDSM. The MHC is HLA-DQA10102-DQB10502 with pseudo-sequence HLA-DQA10102-DQB10502. The binding affinity (normalized) is 0.236.